Task: Predict the product of the given reaction.. Dataset: Forward reaction prediction with 1.9M reactions from USPTO patents (1976-2016) (1) Given the reactants [C:1]([C:4]1[S:8][C:7]([N:9]2[C:13]3[CH:14]=[C:15]([C:18]([OH:20])=O)[CH:16]=[CH:17][C:12]=3[N:11]=[CH:10]2)=[N:6][C:5]=1[C:21]1[CH:26]=[CH:25][CH:24]=[C:23]([Cl:27])[CH:22]=1)(=[O:3])[NH2:2].[CH3:28][N:29]1[CH2:34][CH2:33][NH:32][CH2:31][CH2:30]1.CN(C(N(C)C)=[N+]1C2C(=NC=CC=2)N=N1)C.F[P-](F)(F)(F)(F)F.Cl, predict the reaction product. The product is: [Cl:27][C:23]1[CH:22]=[C:21]([C:5]2[N:6]=[C:7]([N:9]3[C:13]4[CH:14]=[C:15]([C:18]([N:32]5[CH2:33][CH2:34][N:29]([CH3:28])[CH2:30][CH2:31]5)=[O:20])[CH:16]=[CH:17][C:12]=4[N:11]=[CH:10]3)[S:8][C:4]=2[C:1]([NH2:2])=[O:3])[CH:26]=[CH:25][CH:24]=1. (2) Given the reactants [CH3:1][O:2][C:3]1[CH:4]=[C:5]([C:10]#[CH:11])[CH:6]=[CH:7][C:8]=1[OH:9].[CH3:12][C:13]1[CH:20]=[CH:19][C:16]([CH2:17][SH:18])=[CH:15][CH:14]=1.[Na], predict the reaction product. The product is: [CH3:1][O:2][C:3]1[CH:4]=[C:5]([CH:6]=[CH:7][C:8]=1[OH:9])/[CH:10]=[CH:11]\[CH:17]([S:18][CH:12](/[CH:11]=[CH:10]\[C:5]1[CH:6]=[CH:7][C:8]([OH:9])=[C:3]([O:2][CH3:1])[CH:4]=1)[C:13]1[CH:20]=[CH:19][C:16]([CH3:17])=[CH:15][CH:14]=1)[C:16]1[CH:19]=[CH:20][C:13]([CH3:12])=[CH:14][CH:15]=1. (3) Given the reactants [CH3:1][NH:2][CH2:3][C:4]1[CH:20]=[C:19]([C:21]([F:24])([F:23])[F:22])[CH:18]=[CH:17][C:5]=1[O:6][C:7]1[CH:8]=[C:9]([CH2:13][C:14]([OH:16])=[O:15])[CH:10]=[CH:11][CH:12]=1.[Cl:25][C:26]1[CH:31]=[CH:30][C:29]([S:32](Cl)(=[O:34])=[O:33])=[CH:28][CH:27]=1, predict the reaction product. The product is: [Cl:25][C:26]1[CH:31]=[CH:30][C:29]([S:32]([N:2]([CH2:3][C:4]2[CH:20]=[C:19]([C:21]([F:23])([F:22])[F:24])[CH:18]=[CH:17][C:5]=2[O:6][C:7]2[CH:8]=[C:9]([CH2:13][C:14]([OH:16])=[O:15])[CH:10]=[CH:11][CH:12]=2)[CH3:1])(=[O:34])=[O:33])=[CH:28][CH:27]=1.